From a dataset of Full USPTO retrosynthesis dataset with 1.9M reactions from patents (1976-2016). Predict the reactants needed to synthesize the given product. (1) Given the product [NH2:1][C@H:2]([C:13]([NH2:15])=[O:14])[CH2:3][C:4]1[C:12]2[C:7](=[CH:8][CH:9]=[CH:10][CH:11]=2)[NH:6][CH:5]=1, predict the reactants needed to synthesize it. The reactants are: [NH:1](C(OCC1C=CC=CC=1)=O)[C@H:2]([C:13]([NH2:15])=[O:14])[CH2:3][C:4]1[C:12]2[C:7](=[CH:8][CH:9]=[CH:10][CH:11]=2)[NH:6][CH:5]=1. (2) Given the product [NH2:24][C:4]1[CH:3]=[C:2]([Cl:1])[C:7]([CH3:8])=[CH:6][C:5]=1[NH:9][CH:10]1[CH2:11][CH2:12][N:13]([C@H:16]2[CH2:21][CH2:20][C@H:19]([O:22][CH3:23])[CH2:18][CH2:17]2)[CH2:14][CH2:15]1, predict the reactants needed to synthesize it. The reactants are: [Cl:1][C:2]1[C:7]([CH3:8])=[CH:6][C:5]([NH:9][CH:10]2[CH2:15][CH2:14][N:13]([C@H:16]3[CH2:21][CH2:20][C@H:19]([O:22][CH3:23])[CH2:18][CH2:17]3)[CH2:12][CH2:11]2)=[C:4]([N+:24]([O-])=O)[CH:3]=1.O.NN. (3) Given the product [CH3:1][C:2]1[CH:8]=[C:7]([N+:9]([O-:11])=[O:10])[CH:6]=[CH:5][C:3]=1[N:4]=[C:12]=[O:13], predict the reactants needed to synthesize it. The reactants are: [CH3:1][C:2]1[CH:8]=[C:7]([N+:9]([O-:11])=[O:10])[CH:6]=[CH:5][C:3]=1[NH2:4].[C:12](Cl)(Cl)=[O:13]. (4) Given the product [CH2:11]([O:13][C:14]([C:16]1([C:19]2[CH:24]=[CH:23][C:22]([C:25]3[CH:30]=[CH:29][C:28]([C:2]4[S:3][C:4]([Cl:10])=[CH:5][C:6]=4[C:7](=[O:8])[NH2:9])=[CH:27][N:26]=3)=[CH:21][CH:20]=2)[CH2:17][CH2:18]1)=[O:15])[CH3:12], predict the reactants needed to synthesize it. The reactants are: Br[C:2]1[S:3][C:4]([Cl:10])=[CH:5][C:6]=1[C:7]([NH2:9])=[O:8].[CH2:11]([O:13][C:14]([C:16]1([C:19]2[CH:24]=[CH:23][C:22]([C:25]3[CH:30]=[CH:29][C:28](B4OC(C)(C)C(C)(C)O4)=[CH:27][N:26]=3)=[CH:21][CH:20]=2)[CH2:18][CH2:17]1)=[O:15])[CH3:12].C(=O)([O-])[O-].[Na+].[Na+]. (5) Given the product [CH3:1][S:2][C:3]1[S:7][C:6]([S:8][C:12]2[C:13]([C:18]#[N:19])=[N:14][CH:15]=[CH:16][N:17]=2)=[N:5][N:4]=1, predict the reactants needed to synthesize it. The reactants are: [CH3:1][S:2][C:3]1[S:7][C:6]([SH:8])=[N:5][N:4]=1.[H-].[Na+].Cl[C:12]1[C:13]([C:18]#[N:19])=[N:14][CH:15]=[CH:16][N:17]=1. (6) Given the product [CH2:8]([O:7][C:1](=[O:6])[CH:2]([CH2:13][C:14]1[CH:19]=[CH:18][CH:17]=[C:16]([N+:20]([O-:22])=[O:21])[C:15]=1[F:23])[C:3](=[O:4])[CH3:5])[CH3:9], predict the reactants needed to synthesize it. The reactants are: [C:1]([O:7][CH2:8][CH3:9])(=[O:6])[CH2:2][C:3]([CH3:5])=[O:4].[H-].[Na+].Br[CH2:13][C:14]1[CH:19]=[CH:18][CH:17]=[C:16]([N+:20]([O-:22])=[O:21])[C:15]=1[F:23].Cl. (7) Given the product [N+:8]([C:7]1[CH:6]=[N:5][C:4]2[N:11]([S:14]([C:17]3[CH:22]=[CH:21][CH:20]=[CH:19][CH:18]=3)(=[O:16])=[O:15])[CH:12]=[CH:13][C:3]=2[C:2]=1[NH:30][CH:26]1[CH2:27][CH2:28][CH2:29][O:24][CH2:25]1)([O-:10])=[O:9], predict the reactants needed to synthesize it. The reactants are: Cl[C:2]1[C:7]([N+:8]([O-:10])=[O:9])=[CH:6][N:5]=[C:4]2[N:11]([S:14]([C:17]3[CH:22]=[CH:21][CH:20]=[CH:19][CH:18]=3)(=[O:16])=[O:15])[CH:12]=[CH:13][C:3]=12.Cl.[O:24]1[CH2:29][CH2:28][CH2:27][CH:26]([NH2:30])[CH2:25]1.C(N(CC)C(C)C)(C)C.